Dataset: NCI-60 drug combinations with 297,098 pairs across 59 cell lines. Task: Regression. Given two drug SMILES strings and cell line genomic features, predict the synergy score measuring deviation from expected non-interaction effect. (1) Synergy scores: CSS=-7.22, Synergy_ZIP=3.93, Synergy_Bliss=-1.20, Synergy_Loewe=-7.45, Synergy_HSA=-7.82. Drug 2: C1CN(P(=O)(OC1)NCCCl)CCCl. Cell line: MDA-MB-435. Drug 1: CCCCCOC(=O)NC1=NC(=O)N(C=C1F)C2C(C(C(O2)C)O)O. (2) Drug 1: CN(CC1=CN=C2C(=N1)C(=NC(=N2)N)N)C3=CC=C(C=C3)C(=O)NC(CCC(=O)O)C(=O)O. Drug 2: CC1CCCC2(C(O2)CC(NC(=O)CC(C(C(=O)C(C1O)C)(C)C)O)C(=CC3=CSC(=N3)C)C)C. Cell line: BT-549. Synergy scores: CSS=42.1, Synergy_ZIP=-0.897, Synergy_Bliss=-1.39, Synergy_Loewe=-9.06, Synergy_HSA=-0.532.